Dataset: Experimentally validated miRNA-target interactions with 360,000+ pairs, plus equal number of negative samples. Task: Binary Classification. Given a miRNA mature sequence and a target amino acid sequence, predict their likelihood of interaction. (1) The protein sequence of the target gene is MVLQARSKHRDAAPRPPRSARSSPPPLSGASEVDAGELGSERTPPSPGRRGAAGRKGPRAGTAAPAPDGLAGRLAAGLHWALGLRRGRGRTWSTLLLASFAALLHWSHITHLFENDRHFSHLSTLEREMAFRTEMGLYYSYFKTIVEAPSFLNGVWMIMNDKLTEYPLVINTLKRFNLYPEVILASWYRIYTKIMDLIGIQTKICWTVTRGEGLSPIESCEGLGDPACFYVAVIFMLNGLMMALFFIYGTYLSGSRLGGVVTVLCFFFNHGECTRVMWTPPLRESFSYPFLVLQMLLVTH.... The miRNA is hsa-miR-181b-5p with sequence AACAUUCAUUGCUGUCGGUGGGU. Result: 0 (no interaction). (2) The miRNA is cel-miR-251 with sequence UUAAGUAGUGGUGCCGCUCUUA. The protein sequence of the target gene is MGHLLSKEPRNRPSQKRPRCCSWCRRRRPLLRLPRRALAKASPQPAAPRSRDCFFRGPCMLCFIVHSPGAPASAGLEEEPPLSPPPPPPRDGAYAAVSSQHLARRYAALAAEDCAAAARRFLLSSAAAAAAAASSPASCCKELGLAAAAAWEQQGRSLFLAGVGPVRFLGPLAAVQLFRAPPAPPPQAEPATALEMVCKRKGAGVPACTPCKQPRCGCGGCGGGGGGGGGPAGGGASPPRPPDAGCCQAPEQPPPPLCPAPASPASECAPIVAAAGDTVRAGGTAPSSAQQQPESGDADC.... Result: 0 (no interaction). (3) The protein sequence of the target gene is MLGPTWEPLAPTSMLGLEGPCWVGPGPDGGFAVSEEFGDVQLFGSAHQPLGSLGTLTGHNFGHPAGVCSDAEGSIIVADEQRHQVTLFPRVGPPICLQLEGLKRPLGMACAPQGQLVVADAGDNCIKLYQYLGEMA. The miRNA is mmu-miR-329-3p with sequence AACACACCCAGCUAACCUUUUU. Result: 1 (interaction). (4) Result: 1 (interaction). The protein sequence of the target gene is MGGGDLNLKKSWHPQTLRNVEKVWKAEQKHEAERKKIEELQRELREERAREEMQRYAEDVGAVKKKEEKLDWMYQGPGGMVNRDEYLLGRPIDKYVFEKMEEKEAGCSSETGLLPGSIFAPSGANSLLDMASKIREDPLFIIRKKEEEKKREVLNNPVKMKKIKELLQMSLEKKEKKKKKEKKKKHKKHKHRSSSSDRSSSEDEHSAGRSQKKMANSSPVLSKVPGYGLQVRNSDRNQGLQGPLTAEQKRGHGMKNHSRSRSSSHSPPRHASKKSTREAGSRDRRSRSLGRRSRSPRPSK.... The miRNA is hsa-miR-3622b-5p with sequence AGGCAUGGGAGGUCAGGUGA.